From a dataset of Forward reaction prediction with 1.9M reactions from USPTO patents (1976-2016). Predict the product of the given reaction. (1) Given the reactants C[N:2]1[C:6]([CH3:7])=[C:5]([S:8]([N:11]2[CH2:16][CH2:15][C:14](=O)[CH2:13][CH2:12]2)(=[O:10])=[O:9])[C:4]([CH3:18])=[N:3]1.C[C:20]1C(S(Cl)(=O)=O)=C(C)N[N:21]=1.N1CCC(C#N)CC1, predict the reaction product. The product is: [CH3:18][C:4]1[C:5]([S:8]([N:11]2[CH2:16][CH2:15][CH:14]([C:20]#[N:21])[CH2:13][CH2:12]2)(=[O:10])=[O:9])=[C:6]([CH3:7])[NH:2][N:3]=1. (2) Given the reactants [C:1]([O:4][CH2:5][C:6]1[CH:11]=[C:10]([C:12]([O:14][CH3:15])=[O:13])[CH:9]=[C:8]([CH:16]=O)[N:7]=1)(=[O:3])[CH3:2].[CH2:18]([O:25][C:26]1[C:27]([CH2:34][CH2:35][NH2:36])=[N:28][C:29]([O:32][CH3:33])=[CH:30][CH:31]=1)[C:19]1[CH:24]=[CH:23][CH:22]=[CH:21][CH:20]=1, predict the reaction product. The product is: [C:1]([O:4][CH2:5][C:6]1[CH:11]=[C:10]([C:12]([O:14][CH3:15])=[O:13])[CH:9]=[C:8]([CH2:16][NH:36][CH2:35][CH2:34][C:27]2[C:26]([O:25][CH2:18][C:19]3[CH:20]=[CH:21][CH:22]=[CH:23][CH:24]=3)=[CH:31][CH:30]=[C:29]([O:32][CH3:33])[N:28]=2)[N:7]=1)(=[O:3])[CH3:2].